This data is from Reaction yield outcomes from USPTO patents with 853,638 reactions. The task is: Predict the reaction yield, written as a fraction of the theoretical maximum amount of product (1.0 means a 100% yield; for example, 0.34 means a 34% yield). The reactants are O.[OH-].[Cs+].[NH2:4][CH2:5][CH2:6][CH2:7][CH2:8][CH2:9][CH2:10][CH2:11][NH:12][C:13]1[CH:28]=[CH:27][CH:26]=[C:25]2[C:14]=1[C:15](=[O:29])[C:16]1[C:24]3[C:23]2=[N:22][NH:21][C:20]=3[CH:19]=[CH:18][CH:17]=1.[CH2:30](Br)[C:31]1[CH:36]=[CH:35][CH:34]=[CH:33][CH:32]=1. The catalyst is CN(C=O)C. The product is [CH2:30]([N:21]1[C:20]2[CH:19]=[CH:18][CH:17]=[C:16]3[C:15](=[O:29])[C:14]4[C:25]([C:23]([C:24]=23)=[N:22]1)=[CH:26][CH:27]=[CH:28][C:13]=4[NH:12][CH2:11][CH2:10][CH2:9][CH2:8][CH2:7][CH2:6][CH2:5][NH2:4])[C:31]1[CH:36]=[CH:35][CH:34]=[CH:33][CH:32]=1. The yield is 0.410.